From a dataset of Full USPTO retrosynthesis dataset with 1.9M reactions from patents (1976-2016). Predict the reactants needed to synthesize the given product. (1) Given the product [CH3:32][CH:33]1[CH2:37][CH2:36][CH2:35][N:34]1[CH2:2][CH2:3][CH2:4][O:5][C:6]1[CH:11]=[CH:10][C:9]([C:12]2[S:13][C:14]3[CH2:20][CH2:19][CH:18]([NH:21][C:22](=[O:31])[O:23][CH2:24][C:25]4[CH:30]=[CH:29][CH:28]=[CH:27][CH:26]=4)[CH2:17][C:15]=3[N:16]=2)=[CH:8][CH:7]=1, predict the reactants needed to synthesize it. The reactants are: Cl[CH2:2][CH2:3][CH2:4][O:5][C:6]1[CH:11]=[CH:10][C:9]([C:12]2[S:13][C:14]3[CH2:20][CH2:19][CH:18]([NH:21][C:22](=[O:31])[O:23][CH2:24][C:25]4[CH:30]=[CH:29][CH:28]=[CH:27][CH:26]=4)[CH2:17][C:15]=3[N:16]=2)=[CH:8][CH:7]=1.[CH3:32][CH:33]1[CH2:37][CH2:36][CH2:35][NH:34]1. (2) Given the product [CH:1]1([NH:7][C:8]2[C:16]([N+:17]([O-:19])=[O:18])=[CH:15][C:11]([C:12]([O:14][CH3:22])=[O:13])=[CH:10][N:9]=2)[CH2:6][CH2:5][CH2:4][CH2:3][CH2:2]1, predict the reactants needed to synthesize it. The reactants are: [CH:1]1([NH:7][C:8]2[C:16]([N+:17]([O-:19])=[O:18])=[CH:15][C:11]([C:12]([OH:14])=[O:13])=[CH:10][N:9]=2)[CH2:6][CH2:5][CH2:4][CH2:3][CH2:2]1.Cl[Si](C)(C)[CH3:22]. (3) Given the product [CH3:22][S:19]([C:17]1[CH:18]=[C:13]2[CH:12]=[C:11]([C:23]3[O:24][C:25]([CH3:28])=[CH:26][CH:27]=3)[NH:10][C:14]2=[N:15][CH:16]=1)(=[O:21])=[O:20], predict the reactants needed to synthesize it. The reactants are: C1(S([N:10]2[C:14]3=[N:15][CH:16]=[C:17]([S:19]([CH3:22])(=[O:21])=[O:20])[CH:18]=[C:13]3[CH:12]=[C:11]2[C:23]2[O:24][C:25]([CH3:28])=[CH:26][CH:27]=2)(=O)=O)C=CC=CC=1.[OH-].[K+]. (4) Given the product [F:21][C@H:2]1[C@@H:6]([CH3:7])[CH2:5][N:4]([C:8]([O:10][C:11]([CH3:14])([CH3:13])[CH3:12])=[O:9])[CH2:3]1, predict the reactants needed to synthesize it. The reactants are: O[C@H:2]1[C@H:6]([CH3:7])[CH2:5][N:4]([C:8]([O:10][C:11]([CH3:14])([CH3:13])[CH3:12])=[O:9])[CH2:3]1.C(N(S(F)(F)[F:21])CC)C. (5) The reactants are: [NH2:1][C:2]1[CH:11]=[CH:10][C:5]([C:6]([O:8][CH3:9])=[O:7])=[C:4]([CH3:12])[CH:3]=1.[C:13]([OH:21])(=[O:20])[C:14]([CH2:16][C:17](O)=[O:18])=[CH2:15]. Given the product [CH3:9][O:8][C:6]([C:5]1[CH:10]=[CH:11][C:2]([N:1]2[C:17](=[O:18])[CH2:16][CH:14]([C:13]([OH:21])=[O:20])[CH2:15]2)=[CH:3][C:4]=1[CH3:12])=[O:7], predict the reactants needed to synthesize it. (6) Given the product [C:1]([O:5][C:6](=[O:25])[C@@H:7]([NH:8][C:9]([O:11][C:12]([CH3:13])([CH3:14])[CH3:15])=[O:10])[CH2:16][C@H:17]([CH2:38][CH:37]=[CH2:36])[C:18]([O:20][C:21]([CH3:24])([CH3:23])[CH3:22])=[O:19])([CH3:2])([CH3:3])[CH3:4], predict the reactants needed to synthesize it. The reactants are: [C:1]([O:5][C:6](=[O:25])[C@H:7]([CH2:16][CH2:17][C:18]([O:20][C:21]([CH3:24])([CH3:23])[CH3:22])=[O:19])[NH:8][C:9]([O:11][C:12]([CH3:15])([CH3:14])[CH3:13])=[O:10])([CH3:4])([CH3:3])[CH3:2].[Li].C[Si]([N-][Si](C)(C)C)(C)C.[CH2:36](Br)[CH:37]=[CH2:38]. (7) Given the product [C:8]([C:7]1[CH:6]=[CH:5][C:4]([NH:10][C@H:11]([CH2:15][CH:16]2[CH2:21][CH2:20][CH2:19][CH2:18][CH2:17]2)[C:12]([NH2:14])=[O:13])=[CH:3][C:2]=1[NH:23][C:24]1[S:28][N:27]=[C:26]([CH3:29])[CH:25]=1)#[N:9], predict the reactants needed to synthesize it. The reactants are: Br[C:2]1[CH:3]=[C:4]([NH:10][C@H:11]([CH2:15][CH:16]2[CH2:21][CH2:20][CH2:19][CH2:18][CH2:17]2)[C:12]([NH2:14])=[O:13])[CH:5]=[CH:6][C:7]=1[C:8]#[N:9].Cl.[NH2:23][C:24]1[S:28][N:27]=[C:26]([CH3:29])[CH:25]=1.C1C=CC(P(C2C(C3C(P(C4C=CC=CC=4)C4C=CC=CC=4)=CC=C4C=3C=CC=C4)=C3C(C=CC=C3)=CC=2)C2C=CC=CC=2)=CC=1.C([O-])([O-])=O.[K+].[K+]. (8) Given the product [OH:20][C:18]([CH2:17][O:16][C:11]1[CH:12]=[CH:13][CH:14]=[CH:15][C:10]=1[CH:9]1[N:8]([C:22]2[CH:27]=[CH:26][C:25]([C:28]3[CH:32]=[CH:31][S:30][CH:29]=3)=[CH:24][CH:23]=2)[C:7](=[O:33])[C:6]([OH:34])=[C:5]1[C:3](=[O:4])[C:2]([CH3:35])([CH3:1])[CH3:36])=[O:19], predict the reactants needed to synthesize it. The reactants are: [CH3:1][C:2]([CH3:36])([CH3:35])[C:3]([C:5]1[CH:9]([C:10]2[CH:15]=[CH:14][CH:13]=[CH:12][C:11]=2[O:16][CH2:17][C:18]([O:20]C)=[O:19])[N:8]([C:22]2[CH:27]=[CH:26][C:25]([C:28]3[CH:32]=[CH:31][S:30][CH:29]=3)=[CH:24][CH:23]=2)[C:7](=[O:33])[C:6]=1[OH:34])=[O:4].C1COCC1.[OH-].[Li+].Cl. (9) Given the product [NH2:5][C:4]1[C:3]2[C:2](=[CH:9][CH:8]=[CH:7][C:6]=2[O:10][CH:11]2[CH2:16][CH2:15][CH2:14][CH2:13][CH:12]2[O:17][CH3:18])[N:1]=[C:20]([CH3:27])[C:21]=1[C:22]([O:24][CH2:25][CH3:26])=[O:23], predict the reactants needed to synthesize it. The reactants are: [NH2:1][C:2]1[CH:9]=[CH:8][CH:7]=[C:6]([O:10][CH:11]2[CH2:16][CH2:15][CH2:14][CH2:13][CH:12]2[O:17][CH3:18])[C:3]=1[C:4]#[N:5].O=[C:20]([CH3:27])[CH2:21][C:22]([O:24][CH2:25][CH3:26])=[O:23]. (10) Given the product [N:1]1[CH:6]=[CH:5][CH:4]=[CH:3][C:2]=1[NH:7][C:8]([C:10]1[NH:11][C:12]2[C:17]([C:18]=1[C:19]1[CH:24]=[CH:23][CH:22]=[CH:21][CH:20]=1)=[CH:16][C:15]([NH:25][S:34]([C:31]1[CH:30]=[CH:29][C:28]([C:26]#[N:27])=[CH:33][CH:32]=1)(=[O:36])=[O:35])=[CH:14][CH:13]=2)=[O:9], predict the reactants needed to synthesize it. The reactants are: [N:1]1[CH:6]=[CH:5][CH:4]=[CH:3][C:2]=1[NH:7][C:8]([C:10]1[NH:11][C:12]2[C:17]([C:18]=1[C:19]1[CH:24]=[CH:23][CH:22]=[CH:21][CH:20]=1)=[CH:16][C:15]([NH2:25])=[CH:14][CH:13]=2)=[O:9].[C:26]([C:28]1[CH:33]=[CH:32][C:31]([S:34](Cl)(=[O:36])=[O:35])=[CH:30][CH:29]=1)#[N:27].